This data is from Full USPTO retrosynthesis dataset with 1.9M reactions from patents (1976-2016). The task is: Predict the reactants needed to synthesize the given product. (1) Given the product [OH:12][C:5]1[C:6]2[C:11](=[CH:10][CH:9]=[CH:8][CH:7]=2)[C:2]([S:20][C:21]2[CH:26]=[CH:25][CH:24]=[CH:23][N:22]=2)=[N:3][C:4]=1[C:13]([NH:15][CH2:16][C:17]([OH:19])=[O:18])=[O:14], predict the reactants needed to synthesize it. The reactants are: Cl[C:2]1[C:11]2[C:6](=[CH:7][CH:8]=[CH:9][CH:10]=2)[C:5]([OH:12])=[C:4]([C:13]([NH:15][CH2:16][C:17]([OH:19])=[O:18])=[O:14])[N:3]=1.[SH:20][C:21]1[CH:26]=[CH:25][CH:24]=[CH:23][N:22]=1. (2) The reactants are: [O:1]1[CH2:6][CH2:5][N:4]([CH2:7][C:8]2[CH:9]=[C:10]3[N:16]=[C:15]([C:17]4[CH:23]=[CH:22][CH:21]=[CH:20][C:18]=4[NH2:19])[S:14][C:11]3=[N:12][CH:13]=2)[CH2:3][CH2:2]1.[C:24]1([C:30]2[S:31][CH:32]=[C:33]([C:35](O)=[O:36])[N:34]=2)[CH:29]=[CH:28][CH:27]=[CH:26][CH:25]=1. Given the product [O:1]1[CH2:6][CH2:5][N:4]([CH2:7][C:8]2[CH:9]=[C:10]3[N:16]=[C:15]([C:17]4[CH:23]=[CH:22][CH:21]=[CH:20][C:18]=4[NH:19][C:35]([C:33]4[N:34]=[C:30]([C:24]5[CH:25]=[CH:26][CH:27]=[CH:28][CH:29]=5)[S:31][CH:32]=4)=[O:36])[S:14][C:11]3=[N:12][CH:13]=2)[CH2:3][CH2:2]1, predict the reactants needed to synthesize it.